From a dataset of Catalyst prediction with 721,799 reactions and 888 catalyst types from USPTO. Predict which catalyst facilitates the given reaction. (1) Reactant: Cl[C:2]1[C:11]2[C:6](=[CH:7][CH:8]=[CH:9][CH:10]=2)[NH:5]/[C:4](=[C:12]2/[C:13]([CH:18]([CH3:20])[CH3:19])=[N:14][NH:15][C:16]/2=[O:17])/[CH:3]=1.[C:21]([NH:24][C:25]1[CH:30]=[CH:29][C:28]([SH:31])=[CH:27][CH:26]=1)(=[O:23])[CH3:22]. Product: [CH:18]([C:13]1=[N:14][NH:15][C:16](=[O:17])/[C:12]/1=[C:4]1\[NH:5][C:6]2[C:11]([C:2]([S:31][C:28]3[CH:27]=[CH:26][C:25]([NH:24][C:21](=[O:23])[CH3:22])=[CH:30][CH:29]=3)=[CH:3]\1)=[CH:10][CH:9]=[CH:8][CH:7]=2)([CH3:20])[CH3:19]. The catalyst class is: 8. (2) Reactant: IC1C=CC=CC=1.[F:8][C:9]1[C:10]([C:25]2[CH:30]=[CH:29][C:28]([F:31])=[CH:27][C:26]=2[O:32][CH3:33])=[N:11][C:12]([NH:15][C:16]2[CH:21]=[CH:20][CH:19]=[C:18]([CH2:22][S:23][CH3:24])[CH:17]=2)=[N:13][CH:14]=1.[N:34]#[C:35][NH2:36]. Product: [F:8][C:9]1[C:10]([C:25]2[CH:30]=[CH:29][C:28]([F:31])=[CH:27][C:26]=2[O:32][CH3:33])=[N:11][C:12]([NH:15][C:16]2[CH:17]=[C:18]([CH:19]=[CH:20][CH:21]=2)[CH2:22][S:23](=[N:36][C:35]#[N:34])[CH3:24])=[N:13][CH:14]=1. The catalyst class is: 2.